Dataset: Experimentally validated miRNA-target interactions with 360,000+ pairs, plus equal number of negative samples. Task: Binary Classification. Given a miRNA mature sequence and a target amino acid sequence, predict their likelihood of interaction. The miRNA is rno-let-7a-5p with sequence UGAGGUAGUAGGUUGUAUAGUU. The protein sequence of the target gene is MSTRSVSSSSYRRMFGGSGTSSRPSSNRSYVTTSTRTYSLGSALRPSTSRSLYSSSPGGAYVTRSSAVRLRSSMPGVRLLQDSVDFSLADAINTEFKNTRTNEKVELQELNDRFANYIDKVRFLEQQNKILLAELEQLKGQGKSRLGDLYEEEMRELRRQVDQLTNDKARVEVERDNLAEDIMRLREKLQEEMLQREEAESTLQSFRQDVDNASLARLDLERKVESLQEEIAFLKKLHDEEIQELQAQIQEQHVQIDVDVSKPDLTAALRDVRQQYESVAAKNLQEAEEWYKSKFADLSE.... Result: 1 (interaction).